This data is from Catalyst prediction with 721,799 reactions and 888 catalyst types from USPTO. The task is: Predict which catalyst facilitates the given reaction. (1) Reactant: [CH2:1]([O:3][C:4]([C:6]1[NH:7][N:8]=[C:9]([CH3:12])[C:10]=1[Cl:11])=[O:5])[CH3:2].C([O-])([O-])=O.[K+].[K+].Cl[CH2:20][C:21]([N:23]1[CH2:28][CH2:27][N:26]([C:29]2[CH:34]=[CH:33][C:32]([F:35])=[CH:31][CH:30]=2)[CH2:25][CH2:24]1)=[O:22].CN(C=O)C. Product: [CH2:1]([O:3][C:4]([C:6]1[N:7]([CH2:20][C:21]([N:23]2[CH2:24][CH2:25][N:26]([C:29]3[CH:34]=[CH:33][C:32]([F:35])=[CH:31][CH:30]=3)[CH2:27][CH2:28]2)=[O:22])[N:8]=[C:9]([CH3:12])[C:10]=1[Cl:11])=[O:5])[CH3:2]. The catalyst class is: 195. (2) Reactant: C(OC(=O)[NH:7][C:8]1([C:31](=[O:39])[NH:32][C:33]2[CH:38]=[CH:37][CH:36]=[CH:35][CH:34]=2)[CH2:12][CH2:11][N:10]([C:13]2[C:14]3[C:28]([O:29][CH3:30])=[CH:27][N:26]=[CH:25][C:15]=3[N:16]=[C:17]([C:19]3[CH:24]=[CH:23][N:22]=[CH:21][CH:20]=3)[N:18]=2)[CH2:9]1)(C)(C)C.C(Cl)Cl.FC(F)(F)C(O)=O. Product: [C:33]1([NH:32][C:31]([C:8]2([NH2:7])[CH2:12][CH2:11][N:10]([C:13]3[C:14]4[C:28]([O:29][CH3:30])=[CH:27][N:26]=[CH:25][C:15]=4[N:16]=[C:17]([C:19]4[CH:24]=[CH:23][N:22]=[CH:21][CH:20]=4)[N:18]=3)[CH2:9]2)=[O:39])[CH:34]=[CH:35][CH:36]=[CH:37][CH:38]=1. The catalyst class is: 16. (3) Reactant: [C:1](CP(=O)(OCC)OCC)#[N:2].[Li+].[Cl-].[CH2:14]1CCN2C(=NCCC2)CC1.[Cl:25][C:26]1[CH:31]=[CH:30][C:29]([C:32]([N:37]2[C:45]3[C:40](=[C:41]([NH:46][C:47](=[O:53])[O:48][C:49]([CH3:52])([CH3:51])[CH3:50])[CH:42]=[CH:43][CH:44]=3)[CH:39]=[CH:38]2)([CH2:35][CH3:36])[CH:33]=O)=[CH:28][CH:27]=1. Product: [Cl:25][C:26]1[CH:27]=[CH:28][C:29]([C:32]([N:37]2[C:45]3[C:40](=[C:41]([NH:46][C:47](=[O:53])[O:48][C:49]([CH3:51])([CH3:52])[CH3:50])[CH:42]=[CH:43][CH:44]=3)[CH:39]=[CH:38]2)([CH2:33][CH3:14])/[CH:35]=[CH:36]/[C:1]#[N:2])=[CH:30][CH:31]=1. The catalyst class is: 10. (4) Product: [Cl:1][C:2]1[C:3]([NH:10][CH2:11][C:12]2[CH:13]=[CH:14][C:15]([O:18][CH2:30][CH2:31][N:32]3[C:36]([N+:37]([O-:39])=[O:38])=[CH:35][N:34]=[C:33]3[CH3:40])=[CH:16][N:17]=2)=[N:4][C:5]([CH3:9])=[N:6][C:7]=1[CH3:8]. Reactant: [Cl:1][C:2]1[C:3]([NH:10][CH2:11][C:12]2[N:17]=[CH:16][C:15]([OH:18])=[CH:14][CH:13]=2)=[N:4][C:5]([CH3:9])=[N:6][C:7]=1[CH3:8].C(=O)([O-])[O-].[K+].[K+].CS(O[CH2:30][CH2:31][N:32]1[C:36]([N+:37]([O-:39])=[O:38])=[CH:35][N:34]=[C:33]1[CH3:40])(=O)=O.O. The catalyst class is: 9. (5) Reactant: [Br:1][C:2]1[CH:3]=[C:4]([NH:13][CH:14]2[CH2:18][CH2:17][CH2:16][CH2:15]2)[C:5]([Cl:12])=[C:6]([CH:11]=1)[C:7]([O:9][CH3:10])=[O:8].[C:19](=O)([O-])[O-].[Cs+].[Cs+].CI. Product: [Br:1][C:2]1[CH:3]=[C:4]([N:13]([CH:14]2[CH2:18][CH2:17][CH2:16][CH2:15]2)[CH3:19])[C:5]([Cl:12])=[C:6]([CH:11]=1)[C:7]([O:9][CH3:10])=[O:8]. The catalyst class is: 10. (6) Reactant: Cl[C:2]1[C:11]([N:12]([CH:14]([CH3:16])[CH3:15])[CH3:13])=[N:10][C:9]2[C:4](=[CH:5][CH:6]=[C:7]([C:17]([O:19][CH3:20])=[O:18])[CH:8]=2)[N:3]=1.[F:21][C:22]1[CH:23]=[C:24](B(O)O)[CH:25]=[CH:26][C:27]=1[F:28].[O-]P([O-])([O-])=O.[K+].[K+].[K+]. Product: [F:21][C:22]1[CH:23]=[C:24]([C:2]2[C:11]([N:12]([CH:14]([CH3:16])[CH3:15])[CH3:13])=[N:10][C:9]3[C:4](=[CH:5][CH:6]=[C:7]([C:17]([O:19][CH3:20])=[O:18])[CH:8]=3)[N:3]=2)[CH:25]=[CH:26][C:27]=1[F:28]. The catalyst class is: 203. (7) Reactant: [OH:1][C:2]1[CH:10]=[CH:9][C:8]([C:11]2[N:12]([C:27]([O:29][C:30]([CH3:33])([CH3:32])[CH3:31])=[O:28])[C:13]3[C:18]([CH:19]=2)=[CH:17][C:16]([CH2:20][N:21]2[CH2:26][CH2:25][CH2:24][CH2:23][CH2:22]2)=[CH:15][CH:14]=3)=[C:7]2[C:3]=1[CH2:4][NH:5][C:6]2=[O:34].C(N(CC)CC)C.[C:42]1([S:48](Cl)(=[O:50])=[O:49])[CH:47]=[CH:46][CH:45]=[CH:44][CH:43]=1. Product: [C:42]1([S:48]([O:1][C:2]2[CH:10]=[CH:9][C:8]([C:11]3[N:12]([C:27]([O:29][C:30]([CH3:31])([CH3:33])[CH3:32])=[O:28])[C:13]4[C:18]([CH:19]=3)=[CH:17][C:16]([CH2:20][N:21]3[CH2:26][CH2:25][CH2:24][CH2:23][CH2:22]3)=[CH:15][CH:14]=4)=[C:7]3[C:3]=2[CH2:4][NH:5][C:6]3=[O:34])(=[O:50])=[O:49])[CH:47]=[CH:46][CH:45]=[CH:44][CH:43]=1. The catalyst class is: 4. (8) Reactant: [CH:1]1([NH:4][C:5]([C:7]2[CH:8]=[C:9]([F:31])[C:10]([CH3:30])=[C:11]([C:13]3[C:14]([C:27]([OH:29])=O)=[CH:15][C:16]([C:19]([NH:21][CH2:22][C:23]([CH3:26])([CH3:25])[CH3:24])=[O:20])=[CH:17][CH:18]=3)[CH:12]=2)=[O:6])[CH2:3][CH2:2]1.CN(C(ON1N=NC2C=CC=CC1=2)=[N+](C)C)C.F[P-](F)(F)(F)(F)F.CCN(CC)CC.[F:63][C:64]1[CH:70]=[CH:69][C:67]([NH2:68])=[CH:66][CH:65]=1. Product: [CH:1]1([NH:4][C:5]([C:7]2[CH:12]=[C:11]([C:13]3[C:14]([C:27]([NH:68][C:67]4[CH:69]=[CH:70][C:64]([F:63])=[CH:65][CH:66]=4)=[O:29])=[CH:15][C:16]([C:19]([NH:21][CH2:22][C:23]([CH3:24])([CH3:26])[CH3:25])=[O:20])=[CH:17][CH:18]=3)[C:10]([CH3:30])=[C:9]([F:31])[CH:8]=2)=[O:6])[CH2:2][CH2:3]1. The catalyst class is: 2. (9) The catalyst class is: 24. Reactant: O=[C:2]1[CH2:7][CH2:6][N:5]([C:8]([O:10][C:11]([CH3:14])([CH3:13])[CH3:12])=[O:9])[CH2:4][CH2:3]1.[F:15][C:16]1[CH:23]=[CH:22][C:19]([CH2:20][NH2:21])=[CH:18][CH:17]=1.C(O)(=O)C.[BH3-]C#N.[Na+]. Product: [F:15][C:16]1[CH:23]=[CH:22][C:19]([CH2:20][NH:21][CH:2]2[CH2:7][CH2:6][N:5]([C:8]([O:10][C:11]([CH3:14])([CH3:13])[CH3:12])=[O:9])[CH2:4][CH2:3]2)=[CH:18][CH:17]=1.